This data is from Catalyst prediction with 721,799 reactions and 888 catalyst types from USPTO. The task is: Predict which catalyst facilitates the given reaction. Product: [Cl:25][C:21]1[CH:20]=[C:19]([C:17](=[O:16])[CH:8]([C:9]#[N:10])[C:5]2[CH:6]=[CH:7][C:2]([F:1])=[CH:3][CH:4]=2)[CH:24]=[CH:23][N:22]=1. The catalyst class is: 8. Reactant: [F:1][C:2]1[CH:7]=[CH:6][C:5]([CH2:8][C:9]#[N:10])=[CH:4][CH:3]=1.[O-]CC.[Na+].C[O:16][C:17]([C:19]1[CH:24]=[CH:23][N:22]=[C:21]([Cl:25])[CH:20]=1)=O.